This data is from NCI-60 drug combinations with 297,098 pairs across 59 cell lines. The task is: Regression. Given two drug SMILES strings and cell line genomic features, predict the synergy score measuring deviation from expected non-interaction effect. (1) Drug 1: C1CCC(C1)C(CC#N)N2C=C(C=N2)C3=C4C=CNC4=NC=N3. Drug 2: CC1C(C(=O)NC(C(=O)N2CCCC2C(=O)N(CC(=O)N(C(C(=O)O1)C(C)C)C)C)C(C)C)NC(=O)C3=C4C(=C(C=C3)C)OC5=C(C(=O)C(=C(C5=N4)C(=O)NC6C(OC(=O)C(N(C(=O)CN(C(=O)C7CCCN7C(=O)C(NC6=O)C(C)C)C)C)C(C)C)C)N)C. Cell line: MDA-MB-435. Synergy scores: CSS=-4.41, Synergy_ZIP=9.08, Synergy_Bliss=10.5, Synergy_Loewe=2.73, Synergy_HSA=4.38. (2) Drug 1: CC(C)(C#N)C1=CC(=CC(=C1)CN2C=NC=N2)C(C)(C)C#N. Drug 2: COC1=C2C(=CC3=C1OC=C3)C=CC(=O)O2. Cell line: MALME-3M. Synergy scores: CSS=-3.69, Synergy_ZIP=5.05, Synergy_Bliss=7.97, Synergy_Loewe=-0.320, Synergy_HSA=1.13. (3) Drug 1: CC(CN1CC(=O)NC(=O)C1)N2CC(=O)NC(=O)C2. Drug 2: COC1=CC(=CC(=C1O)OC)C2C3C(COC3=O)C(C4=CC5=C(C=C24)OCO5)OC6C(C(C7C(O6)COC(O7)C8=CC=CS8)O)O. Cell line: CCRF-CEM. Synergy scores: CSS=76.2, Synergy_ZIP=1.27, Synergy_Bliss=0.840, Synergy_Loewe=0.794, Synergy_HSA=3.97. (4) Drug 1: CS(=O)(=O)C1=CC(=C(C=C1)C(=O)NC2=CC(=C(C=C2)Cl)C3=CC=CC=N3)Cl. Drug 2: C1CN(CCN1C(=O)CCBr)C(=O)CCBr. Cell line: HL-60(TB). Synergy scores: CSS=59.3, Synergy_ZIP=20.1, Synergy_Bliss=22.8, Synergy_Loewe=-7.99, Synergy_HSA=20.1. (5) Drug 1: CCC1(CC2CC(C3=C(CCN(C2)C1)C4=CC=CC=C4N3)(C5=C(C=C6C(=C5)C78CCN9C7C(C=CC9)(C(C(C8N6C)(C(=O)OC)O)OC(=O)C)CC)OC)C(=O)OC)O.OS(=O)(=O)O. Drug 2: C1C(C(OC1N2C=NC(=NC2=O)N)CO)O. Cell line: HT29. Synergy scores: CSS=3.15, Synergy_ZIP=-3.69, Synergy_Bliss=-3.50, Synergy_Loewe=-23.7, Synergy_HSA=-9.17. (6) Drug 1: CS(=O)(=O)C1=CC(=C(C=C1)C(=O)NC2=CC(=C(C=C2)Cl)C3=CC=CC=N3)Cl. Drug 2: CC1=C2C(C(=O)C3(C(CC4C(C3C(C(C2(C)C)(CC1OC(=O)C(C(C5=CC=CC=C5)NC(=O)C6=CC=CC=C6)O)O)OC(=O)C7=CC=CC=C7)(CO4)OC(=O)C)O)C)OC(=O)C. Cell line: OVCAR3. Synergy scores: CSS=45.1, Synergy_ZIP=6.59, Synergy_Bliss=7.33, Synergy_Loewe=-35.4, Synergy_HSA=7.16. (7) Drug 2: C1C(C(OC1N2C=NC3=C2NC=NCC3O)CO)O. Cell line: T-47D. Drug 1: CC1C(C(=O)NC(C(=O)N2CCCC2C(=O)N(CC(=O)N(C(C(=O)O1)C(C)C)C)C)C(C)C)NC(=O)C3=C4C(=C(C=C3)C)OC5=C(C(=O)C(=C(C5=N4)C(=O)NC6C(OC(=O)C(N(C(=O)CN(C(=O)C7CCCN7C(=O)C(NC6=O)C(C)C)C)C)C(C)C)C)N)C. Synergy scores: CSS=13.2, Synergy_ZIP=3.68, Synergy_Bliss=7.65, Synergy_Loewe=7.75, Synergy_HSA=8.61.